This data is from Forward reaction prediction with 1.9M reactions from USPTO patents (1976-2016). The task is: Predict the product of the given reaction. Given the reactants Cl[CH2:2][C:3]([O:5][CH2:6][CH3:7])=[O:4].[NH2:8][C:9]1[CH:14]=[C:13]([CH3:15])[CH:12]=[CH:11][N:10]=1.[CH2:16](O)[CH3:17], predict the reaction product. The product is: [CH2:6]([O:5][C:3]([C:2]1[N:10]2[CH:11]=[CH:12][C:13]([CH3:15])=[CH:14][C:9]2=[N:8][C:16]=1[CH3:17])=[O:4])[CH3:7].